Task: Regression. Given a peptide amino acid sequence and an MHC pseudo amino acid sequence, predict their binding affinity value. This is MHC class II binding data.. Dataset: Peptide-MHC class II binding affinity with 134,281 pairs from IEDB The peptide sequence is EFRVSTTENVVNLSN. The MHC is DRB1_0301 with pseudo-sequence DRB1_0301. The binding affinity (normalized) is 0.454.